This data is from Experimentally validated miRNA-target interactions with 360,000+ pairs, plus equal number of negative samples. The task is: Binary Classification. Given a miRNA mature sequence and a target amino acid sequence, predict their likelihood of interaction. The miRNA is hsa-miR-5003-5p with sequence UCACAACAACCUUGCAGGGUAGA. The protein sequence of the target gene is MNESKPGDSQNLACVFCRKHDDCPNKYGEKKTKEKWNLTVHYYCLLMSSGIWQRGKEEEGVYGFLIEDIRKEVNRASKLKCCVCKKNGASIGCVAPRCKRSYHFPCGLQRECIFQFTGNFASFCWDHRPVQIITSNNYRESLPCTICLEFIEPIPSYNILRSPCCKNAWFHRDCLQVQAINAGVFFFRCTICNNSDIFQKEMLRMGIHIPEKDASWELEENAYQELLQHYERCDVRRCRCKEGRDYNAPDSKWEIKRCQCCGSSGTHLACSSLRSWEQNWECLECRGIIYNSGEFQKAKK.... Result: 0 (no interaction).